This data is from Forward reaction prediction with 1.9M reactions from USPTO patents (1976-2016). The task is: Predict the product of the given reaction. (1) The product is: [N:1]1[S:2][N:3]=[C:4]2[CH:9]=[C:8]([C:10](=[O:21])[C:11]#[C:12][C:13]([OH:15])([CH3:14])[CH3:20])[CH:7]=[CH:6][C:5]=12. Given the reactants [N:1]1[S:2][N:3]=[C:4]2[CH:9]=[C:8]([C:10](=[O:21])[C:11]#[C:12][C:13]([CH3:20])([O:15][Si](C)(C)C)[CH3:14])[CH:7]=[CH:6][C:5]=12.CC1C=CC(S(O)(=O)=O)=CC=1, predict the reaction product. (2) The product is: [SH:3][C:2]1[NH:4][N:5]=[C:6]([CH2:7][CH2:8][C:9]([O:11][CH2:12][CH3:13])=[O:10])[N:1]=1. Given the reactants [NH2:1][C:2]([NH:4][NH:5][C:6](=O)[CH2:7][CH2:8][C:9]([O:11][CH2:12][CH3:13])=[O:10])=[S:3].[O-]CC.[Na+], predict the reaction product. (3) Given the reactants [NH2:1][C:2]1[CH:3]=[CH:4][C:5]([CH3:20])=[C:6]([C:8]2[CH:9]=[C:10]3[C:15](=[CH:16][CH:17]=2)[N:14]=[C:13]([NH:18][CH3:19])[N:12]=[CH:11]3)[CH:7]=1.[C:21](=[S:36])(OC1C=CC=CN=1)OC1C=CC=CN=1, predict the reaction product. The product is: [N:1]([C:2]1[CH:3]=[CH:4][C:5]([CH3:20])=[C:6]([C:8]2[CH:9]=[C:10]3[C:15](=[CH:16][CH:17]=2)[N:14]=[C:13]([NH:18][CH3:19])[N:12]=[CH:11]3)[CH:7]=1)=[C:21]=[S:36]. (4) Given the reactants [N:1]1[C:2]([NH2:10])=[N:3][N:4]2[CH:9]=[CH:8][CH:7]=[CH:6][C:5]=12.CC(C)([O-])C.[Na+].Br[C:18]1[CH:26]=[C:25]2[C:21]([C:22]([CH3:33])=[N:23][N:24]2[CH:27]2[CH2:32][CH2:31][CH2:30][CH2:29][O:28]2)=[CH:20][CH:19]=1, predict the reaction product. The product is: [CH3:33][C:22]1[C:21]2[C:25](=[CH:26][C:18]([NH:10][C:2]3[N:1]=[C:5]4[CH:6]=[CH:7][CH:8]=[CH:9][N:4]4[N:3]=3)=[CH:19][CH:20]=2)[N:24]([CH:27]2[CH2:32][CH2:31][CH2:30][CH2:29][O:28]2)[N:23]=1. (5) Given the reactants [CH3:1][C:2]([CH3:8])([CH3:7])[CH2:3][C:4]([OH:6])=[O:5].C(Cl)(=O)C(Cl)=O.[CH2:15]([N:17]([C@@H:25]1[CH2:29][CH2:28][N:27]([C:30]2[C:35]([CH2:36]O)=[CH:34][CH:33]=[CH:32][N:31]=2)[CH2:26]1)[C:18](=[O:24])[O:19][C:20]([CH3:23])([CH3:22])[CH3:21])[CH3:16].CCN(CC)CC, predict the reaction product. The product is: [CH3:1][C:2]([CH3:8])([CH3:7])[CH2:3][C:4]([O:6][CH2:36][C:35]1[C:30]([N:27]2[CH2:28][CH2:29][C@@H:25]([N:17]([C:18]([O:19][C:20]([CH3:21])([CH3:23])[CH3:22])=[O:24])[CH2:15][CH3:16])[CH2:26]2)=[N:31][CH:32]=[CH:33][CH:34]=1)=[O:5]. (6) Given the reactants [N+:1]([C:4]1[CH:5]=[C:6]([C:16]2[CH:21]=[CH:20][N:19]=[CH:18][CH:17]=2)[C:7]([C:11]2[S:12][CH:13]=[CH:14][CH:15]=2)=[N:8][C:9]=1[NH2:10])([O-])=O, predict the reaction product. The product is: [S:12]1[CH:13]=[CH:14][CH:15]=[C:11]1[C:7]1[C:6]([C:16]2[CH:21]=[CH:20][N:19]=[CH:18][CH:17]=2)=[CH:5][C:4]([NH2:1])=[C:9]([NH2:10])[N:8]=1.